From a dataset of Forward reaction prediction with 1.9M reactions from USPTO patents (1976-2016). Predict the product of the given reaction. (1) Given the reactants [NH2:1][CH:2]1[CH2:7][CH2:6][CH:5]([C:8]2[N:12]([CH3:13])[N:11]=[CH:10][C:9]=2[NH:14][C:15]([C:17]2[N:18]=[C:19]([C:30]3[C:35]([F:36])=[CH:34][CH:33]=[CH:32][C:31]=3[F:37])[S:20][C:21]=2[NH:22]C(=O)OC(C)(C)C)=[O:16])[CH2:4][CH2:3]1.Cl, predict the reaction product. The product is: [NH2:22][C:21]1[S:20][C:19]([C:30]2[C:35]([F:36])=[CH:34][CH:33]=[CH:32][C:31]=2[F:37])=[N:18][C:17]=1[C:15]([NH:14][C:9]1[CH:10]=[N:11][N:12]([CH3:13])[C:8]=1[CH:5]1[CH2:6][CH2:7][CH:2]([NH2:1])[CH2:3][CH2:4]1)=[O:16]. (2) The product is: [C:18]1([C:17](=[N:16][C:15]([CH2:35][CH3:37])([CH2:39][CH3:40])[C:14]([O:13][CH2:11][CH3:12])=[O:30])[C:24]2[CH:29]=[CH:28][CH:27]=[CH:26][CH:25]=2)[CH:19]=[CH:20][CH:21]=[CH:22][CH:23]=1. Given the reactants C[Si]([N-][Si](C)(C)C)(C)C.[K+].[CH2:11]([O:13][C:14](=[O:30])[CH2:15][N:16]=[C:17]([C:24]1[CH:29]=[CH:28][CH:27]=[CH:26][CH:25]=1)[C:18]1[CH:23]=[CH:22][CH:21]=[CH:20][CH:19]=1)[CH3:12].C(=O)=O.C[C:35]([CH3:37])=O.I[CH2:39][CH3:40], predict the reaction product. (3) Given the reactants Cl[C:2]1[CH:9]=[C:8]([C:10]2[CH:15]=[CH:14][CH:13]=[CH:12][C:11]=2[CH3:16])[C:5]([C:6]#[N:7])=[CH:4][N:3]=1.[CH3:17][N:18]1[CH2:23][CH2:22][NH:21][CH2:20][CH2:19]1, predict the reaction product. The product is: [CH3:17][N:18]1[CH2:23][CH2:22][N:21]([C:2]2[CH:9]=[C:8]([C:10]3[CH:15]=[CH:14][CH:13]=[CH:12][C:11]=3[CH3:16])[C:5]([C:6]#[N:7])=[CH:4][N:3]=2)[CH2:20][CH2:19]1. (4) Given the reactants C(O[C:6](=O)[N:7](C)[CH:8]1[C:17]2[C:12](=[CH:13][C:14]([CH2:18][N:19]3[CH2:24][CH2:23][CH2:22][CH2:21][CH2:20]3)=[CH:15][CH:16]=2)[O:11][CH2:10][CH2:9]1)(C)(C)C, predict the reaction product. The product is: [CH3:6][NH:7][CH:8]1[C:17]2[C:12](=[CH:13][C:14]([CH2:18][N:19]3[CH2:24][CH2:23][CH2:22][CH2:21][CH2:20]3)=[CH:15][CH:16]=2)[O:11][CH2:10][CH2:9]1. (5) Given the reactants Cl[C:2]1[C:11]2[C:6](=[CH:7][CH:8]=[CH:9][CH:10]=2)[N:5]=[C:4]([C:12]2[CH:17]=[CH:16][C:15]([Cl:18])=[CH:14][C:13]=2[Cl:19])[N:3]=1.[NH2:20][CH2:21][CH2:22][NH:23][C:24]1[CH:31]=[CH:30][C:27]([C:28]#[N:29])=[CH:26][N:25]=1, predict the reaction product. The product is: [Cl:19][C:13]1[CH:14]=[C:15]([Cl:18])[CH:16]=[CH:17][C:12]=1[C:4]1[N:3]=[C:2]([NH:20][CH2:21][CH2:22][NH:23][C:24]2[CH:31]=[CH:30][C:27]([C:28]#[N:29])=[CH:26][N:25]=2)[C:11]2[C:6](=[CH:7][CH:8]=[CH:9][CH:10]=2)[N:5]=1.